This data is from Peptide-MHC class I binding affinity with 185,985 pairs from IEDB/IMGT. The task is: Regression. Given a peptide amino acid sequence and an MHC pseudo amino acid sequence, predict their binding affinity value. This is MHC class I binding data. (1) The peptide sequence is FYHISTGGY. The MHC is HLA-A31:01 with pseudo-sequence HLA-A31:01. The binding affinity (normalized) is 0.0847. (2) The peptide sequence is KLRQGNTLV. The MHC is HLA-A69:01 with pseudo-sequence HLA-A69:01. The binding affinity (normalized) is 0.0847.